This data is from Reaction yield outcomes from USPTO patents with 853,638 reactions. The task is: Predict the reaction yield, written as a fraction of the theoretical maximum amount of product (1.0 means a 100% yield; for example, 0.34 means a 34% yield). The reactants are [CH3:1][C@H:2]1[CH2:7][NH:6][C@H:5]([CH3:8])[CH2:4][N:3]1[C:9]([O:11][CH2:12][C:13]1[CH:18]=[CH:17][CH:16]=[CH:15][CH:14]=1)=[O:10].C=O.[C:21](O[BH-](OC(=O)C)OC(=O)C)(=O)C.[Na+]. The catalyst is ClCCl. The product is [CH3:1][C@H:2]1[CH2:7][N:6]([CH3:21])[C@H:5]([CH3:8])[CH2:4][N:3]1[C:9]([O:11][CH2:12][C:13]1[CH:18]=[CH:17][CH:16]=[CH:15][CH:14]=1)=[O:10]. The yield is 1.00.